This data is from Peptide-MHC class II binding affinity with 134,281 pairs from IEDB. The task is: Regression. Given a peptide amino acid sequence and an MHC pseudo amino acid sequence, predict their binding affinity value. This is MHC class II binding data. (1) The peptide sequence is ATEVVRRLTATAHRG. The MHC is DRB1_0701 with pseudo-sequence DRB1_0701. The binding affinity (normalized) is 0.413. (2) The peptide sequence is INKWQVVAPQLPADL. The MHC is HLA-DPA10201-DPB10101 with pseudo-sequence HLA-DPA10201-DPB10101. The binding affinity (normalized) is 0.122. (3) The peptide sequence is PLGGGGQTWEGSGVLPCVGT. The MHC is H-2-IAb with pseudo-sequence H-2-IAb. The binding affinity (normalized) is 0.475. (4) The peptide sequence is SPEVIPMFSALSE. The MHC is HLA-DQA10101-DQB10501 with pseudo-sequence HLA-DQA10101-DQB10501. The binding affinity (normalized) is 0.118. (5) The peptide sequence is EEWEPLTKKGNVWEV. The MHC is DRB1_0101 with pseudo-sequence DRB1_0101. The binding affinity (normalized) is 0.294. (6) The peptide sequence is EKKYFPATQFEPLAA. The MHC is HLA-DQA10501-DQB10201 with pseudo-sequence HLA-DQA10501-DQB10201. The binding affinity (normalized) is 0.337.